Dataset: Forward reaction prediction with 1.9M reactions from USPTO patents (1976-2016). Task: Predict the product of the given reaction. (1) Given the reactants [S:1]1[C:5](B(O)O)=[CH:4][C:3]2[CH:9]=[CH:10][CH:11]=[CH:12][C:2]1=2.Br[C:14]1[S:18][C:17]([S:19]([N:22]2[CH:26]=[CH:25][CH:24]=[CH:23]2)(=[O:21])=[O:20])=[CH:16][CH:15]=1, predict the reaction product. The product is: [S:1]1[C:5]([C:14]2[S:18][C:17]([S:19]([N:22]3[CH:26]=[CH:25][CH:24]=[CH:23]3)(=[O:20])=[O:21])=[CH:16][CH:15]=2)=[CH:4][C:3]2[CH:9]=[CH:10][CH:11]=[CH:12][C:2]1=2. (2) The product is: [C:1]([O:5][C:6]([N:8]1[CH2:13][CH2:12][N:11]([C:14]2[C:19]([C:32]3[CH:33]=[CH:34][C:29]([CH2:28][OH:27])=[CH:30][CH:31]=3)=[N:18][CH:17]=[CH:16][N:15]=2)[CH2:10][CH2:9]1)=[O:7])([CH3:4])([CH3:3])[CH3:2]. Given the reactants [C:1]([O:5][C:6]([N:8]1[CH2:13][CH2:12][N:11]([C:14]2[C:19](Cl)=[N:18][CH:17]=[CH:16][N:15]=2)[CH2:10][CH2:9]1)=[O:7])([CH3:4])([CH3:3])[CH3:2].C(=O)([O-])[O-].[K+].[K+].[OH:27][CH2:28][C:29]1[CH:34]=[CH:33][C:32](B(O)O)=[CH:31][CH:30]=1.F[B-](F)(F)F.C(P(CCCC)CCCC)CCC.[Cl-].[NH4+], predict the reaction product. (3) Given the reactants [CH:1]1([CH2:4][O:5][CH2:6][C:7]2[CH:8]=[CH:9][C:10]([NH:13]C(=O)C(C)(C)C)=[N:11][CH:12]=2)[CH2:3][CH2:2]1.[OH-].[Na+], predict the reaction product. The product is: [CH:1]1([CH2:4][O:5][CH2:6][C:7]2[CH:8]=[CH:9][C:10]([NH2:13])=[N:11][CH:12]=2)[CH2:3][CH2:2]1.